Dataset: Forward reaction prediction with 1.9M reactions from USPTO patents (1976-2016). Task: Predict the product of the given reaction. Given the reactants Cl[C:2]1[N:7]2[N:8]=[C:9]([CH3:11])[CH:10]=[C:6]2[N:5]=[C:4]([CH3:12])[C:3]=1[CH2:13][CH2:14]Cl.[NH2:16][CH:17]([CH2:20][CH3:21])[CH2:18][CH3:19], predict the reaction product. The product is: [CH2:18]([CH:17]([N:16]1[C:2]2[N:7]3[N:8]=[C:9]([CH3:11])[CH:10]=[C:6]3[N:5]=[C:4]([CH3:12])[C:3]=2[CH2:13][CH2:14]1)[CH2:20][CH3:21])[CH3:19].